This data is from M1 muscarinic receptor antagonist screen with 61,756 compounds. The task is: Binary Classification. Given a drug SMILES string, predict its activity (active/inactive) in a high-throughput screening assay against a specified biological target. (1) The compound is S(=O)(=O)(N1CCN(CC1)Cc1[nH]c2c(c(=O)n1)cccc2)CC. The result is 0 (inactive). (2) The compound is O1C2(OCC1)CCN(CC2)c1n2nc(c(c2nc(c1)C)c1c(OC)cccc1)C. The result is 0 (inactive). (3) The molecule is O(P(=O)(Nc1c(ccc(c1)C)C)C)c1ccccc1. The result is 0 (inactive). (4) The compound is Clc1n(nc(Cl)n1)CCN1C(=O)c2c(C1=O)cccc2. The result is 0 (inactive). (5) The result is 0 (inactive). The drug is S(CC(=O)C12CC3CC(C1)CC(C2)C3)c1[nH]c(=O)cc(c1C#N)C. (6) The drug is S(c1oc(nn1)c1c(OC)cccc1)CC(OC)=O. The result is 0 (inactive). (7) The molecule is S(C(CC)C(OCC)=O)c1nc2n([nH]cc2c(=O)n1)c1ccccc1. The result is 0 (inactive).